Dataset: Reaction yield outcomes from USPTO patents with 853,638 reactions. Task: Predict the reaction yield, written as a fraction of the theoretical maximum amount of product (1.0 means a 100% yield; for example, 0.34 means a 34% yield). (1) The reactants are [Cl:1][C:2]1[C:3]([O:12][C:13]2[CH:18]=[C:17]([O:19][CH2:20][CH2:21][O:22][CH3:23])[CH:16]=[CH:15][C:14]=2/[CH:24]=[CH:25]/[CH2:26][OH:27])=[N:4][CH:5]=[C:6]([C:8]([F:11])([F:10])[F:9])[CH:7]=1.Cl[S:29]([N:32]=[C:33]=[O:34])(=[O:31])=[O:30].[CH2:35]([NH2:43])[CH2:36][C:37]1[CH:42]=[CH:41][CH:40]=[CH:39][CH:38]=1.Cl. The catalyst is C(#N)C.N1C=CC=CC=1. The product is [C:37]1([CH2:36][CH2:35][NH:43][S:29]([NH:32][C:33](=[O:34])[O:27][CH2:26]/[CH:25]=[CH:24]/[C:14]2[CH:15]=[CH:16][C:17]([O:19][CH2:20][CH2:21][O:22][CH3:23])=[CH:18][C:13]=2[O:12][C:3]2[C:2]([Cl:1])=[CH:7][C:6]([C:8]([F:9])([F:11])[F:10])=[CH:5][N:4]=2)(=[O:31])=[O:30])[CH:42]=[CH:41][CH:40]=[CH:39][CH:38]=1. The yield is 0.530. (2) The reactants are C([O-])(=[O:3])C.[NH4+].Cl[C:7]1[C:16]([C:17]#[N:18])=[C:15]([Cl:19])[C:14]2[C:9](=[CH:10][CH:11]=[C:12]([CH3:20])[CH:13]=2)[N:8]=1. The catalyst is C(O)(=O)C. The product is [Cl:19][C:15]1[C:14]2[C:9](=[CH:10][CH:11]=[C:12]([CH3:20])[CH:13]=2)[NH:8][C:7](=[O:3])[C:16]=1[C:17]#[N:18]. The yield is 0.690. (3) The reactants are FC(C1C=CC=C(C2N[N:33]=[N:32][N:31]=2)C=1)C1C=CC(COC2C=CC(C(=O)C)=C(O)C=2CCC)=CC=1.[C:35]([C:38]1[CH:61]=[CH:60][C:41]([O:42][CH2:43][C:44]2[CH:49]=[CH:48][C:47]([C:50]([C:52]3[CH:53]=[C:54]([CH:57]=[CH:58][CH:59]=3)[C:55]#[N:56])=[CH2:51])=[CH:46][CH:45]=2)=[C:40]([CH2:62][CH2:63][CH3:64])[C:39]=1[OH:65])(=[O:37])[CH3:36]. No catalyst specified. The product is [OH:65][C:39]1[C:40]([CH2:62][CH2:63][CH3:64])=[C:41]([O:42][CH2:43][C:44]2[CH:45]=[CH:46][C:47]([C:50]([C:52]3[CH:59]=[CH:58][CH:57]=[C:54]([C:55]4[NH:33][N:32]=[N:31][N:56]=4)[CH:53]=3)=[CH2:51])=[CH:48][CH:49]=2)[CH:60]=[CH:61][C:38]=1[C:35](=[O:37])[CH3:36]. The yield is 0.650. (4) The reactants are [C:1]([O:5][C:6]([N:8]1[CH2:20][C@@H:19]([CH3:21])[N:18]2[C@H:10]([CH2:11][C:12]3[C:17]2=[N:16][C:15]([CH3:22])=[C:14](Br)[CH:13]=3)[CH2:9]1)=[O:7])([CH3:4])([CH3:3])[CH3:2].C([Li])(C)(C)C.CN(C)[CH:31]=[O:32].[Cl-].[NH4+]. The catalyst is C(OCC)C. The product is [C:1]([O:5][C:6]([N:8]1[CH2:20][C@@H:19]([CH3:21])[N:18]2[C@H:10]([CH2:11][C:12]3[C:17]2=[N:16][C:15]([CH3:22])=[C:14]([CH:31]=[O:32])[CH:13]=3)[CH2:9]1)=[O:7])([CH3:4])([CH3:3])[CH3:2]. The yield is 0.802. (5) The reactants are [NH2:1][C:2]1[C:9](I)=[CH:8][C:5]([C:6]#[N:7])=[C:4]([Cl:11])[CH:3]=1.CCN(C(C)C)C(C)C.[C:21]([Si:23]([CH3:26])([CH3:25])[CH3:24])#[CH:22]. The catalyst is [Cu]I. The product is [NH2:1][C:2]1[C:9]([C:22]#[C:21][Si:23]([CH3:26])([CH3:25])[CH3:24])=[CH:8][C:5]([C:6]#[N:7])=[C:4]([Cl:11])[CH:3]=1. The yield is 0.480. (6) The catalyst is Br.C(O)(=O)C. The reactants are [CH:1]([N:4]1[C:8]([C:9]2[N:18]=[C:17]3[N:11]([CH2:12][CH2:13][O:14][C:15]4[CH:22]=[C:21]([O:23]C)[N:20]=[CH:19][C:16]=43)[CH:10]=2)=[N:7][C:6]([CH3:25])=[N:5]1)([CH3:3])[CH3:2]. The product is [CH:1]([N:4]1[C:8]([C:9]2[N:18]=[C:17]3[N:11]([CH2:12][CH2:13][O:14][C:15]4[CH:22]=[C:21]([OH:23])[N:20]=[CH:19][C:16]=43)[CH:10]=2)=[N:7][C:6]([CH3:25])=[N:5]1)([CH3:3])[CH3:2]. The yield is 1.00. (7) The reactants are [O:1]=[C:2]([C:9]1[CH:14]=[CH:13][CH:12]=[CH:11][CH:10]=1)[CH2:3][C:4]([O:6][CH2:7][CH3:8])=[O:5].CC(C)([O-])C.[K+].Br[CH2:22][C:23]([C:25]1[CH:30]=[CH:29][CH:28]=[CH:27][CH:26]=1)=[O:24]. The catalyst is C1COCC1. The product is [C:2]([CH:3]([CH2:22][C:23](=[O:24])[C:25]1[CH:30]=[CH:29][CH:28]=[CH:27][CH:26]=1)[C:4]([O:6][CH2:7][CH3:8])=[O:5])(=[O:1])[C:9]1[CH:14]=[CH:13][CH:12]=[CH:11][CH:10]=1. The yield is 0.670.